From a dataset of Forward reaction prediction with 1.9M reactions from USPTO patents (1976-2016). Predict the product of the given reaction. (1) Given the reactants C[O:2][C:3](=[O:30])[CH2:4][O:5][C:6]1[CH:15]=[CH:14][C:13]([Cl:16])=[C:12]2[C:7]=1[C:8]([CH3:29])=[C:9]([CH2:21][C:22]1[CH:27]=[CH:26][C:25]([Cl:28])=[CH:24][CH:23]=1)[C:10]([O:17][CH:18]([F:20])[F:19])=[N:11]2.CO.O.[OH-].[Na+], predict the reaction product. The product is: [Cl:16][C:13]1[CH:14]=[CH:15][C:6]([O:5][CH2:4][C:3]([OH:30])=[O:2])=[C:7]2[C:12]=1[N:11]=[C:10]([O:17][CH:18]([F:19])[F:20])[C:9]([CH2:21][C:22]1[CH:23]=[CH:24][C:25]([Cl:28])=[CH:26][CH:27]=1)=[C:8]2[CH3:29]. (2) The product is: [N:8]1[C:17]2[C:12](=[C:13]([S:18]([NH:21][C:5](=[O:7])[CH3:6])(=[O:19])=[O:20])[CH:14]=[CH:15][CH:16]=2)[CH:11]=[CH:10][CH:9]=1. Given the reactants C(O[C:5](=[O:7])[CH3:6])(=O)C.[N:8]1[C:17]2[CH:16]=[CH:15][CH:14]=[C:13]([S:18]([NH2:21])(=[O:20])=[O:19])[C:12]=2[CH:11]=[CH:10][CH:9]=1, predict the reaction product.